From a dataset of Full USPTO retrosynthesis dataset with 1.9M reactions from patents (1976-2016). Predict the reactants needed to synthesize the given product. (1) Given the product [C:1]1([C:19]2[CH:20]=[CH:21][CH:22]=[CH:23][CH:24]=2)[CH:6]=[CH:5][C:4]([C:7]2[CH:8]=[N:9][N:10]([C:12]3[CH:13]=[C:14]([CH:15]=[CH:16][CH:17]=3)[O:18][C:26]3[CH:38]=[CH:37][C:36]4[C:35]5[C:30](=[CH:31][CH:32]=[CH:33][CH:34]=5)[N:29]([C:39]5[CH:44]=[C:43]([C:45]([CH3:48])([CH3:47])[CH3:46])[CH:42]=[CH:41][N:40]=5)[C:28]=4[CH:27]=3)[CH:11]=2)=[CH:3][CH:2]=1, predict the reactants needed to synthesize it. The reactants are: [C:1]1([C:19]2[CH:24]=[CH:23][CH:22]=[CH:21][CH:20]=2)[CH:6]=[CH:5][C:4]([C:7]2[CH:8]=[N:9][N:10]([C:12]3[CH:13]=[C:14]([OH:18])[CH:15]=[CH:16][CH:17]=3)[CH:11]=2)=[CH:3][CH:2]=1.Br[C:26]1[CH:38]=[CH:37][C:36]2[C:35]3[C:30](=[CH:31][CH:32]=[CH:33][CH:34]=3)[N:29]([C:39]3[CH:44]=[C:43]([C:45]([CH3:48])([CH3:47])[CH3:46])[CH:42]=[CH:41][N:40]=3)[C:28]=2[CH:27]=1.N1C=CC=CC=1C(O)=O.[O-]P([O-])([O-])=O.[K+].[K+].[K+]. (2) Given the product [CH3:1][C:2]1[N:3]([S:18]([C:12]2[CH:17]=[CH:16][CH:15]=[CH:14][CH:13]=2)(=[O:20])=[O:19])[CH:4]=[CH:5][C:6]=1[C:7]([O:9][CH2:10][CH3:11])=[O:8], predict the reactants needed to synthesize it. The reactants are: [CH3:1][C:2]1[NH:3][CH:4]=[CH:5][C:6]=1[C:7]([O:9][CH2:10][CH3:11])=[O:8].[C:12]1([S:18](Cl)(=[O:20])=[O:19])[CH:17]=[CH:16][CH:15]=[CH:14][CH:13]=1.[OH-].[Na+]. (3) Given the product [N:9]1[N:10]([C:2]2[CH:3]=[C:4]([CH:6]=[CH:7][CH:8]=2)[NH2:5])[N:11]=[CH:12][CH:13]=1.[N:9]1([C:2]2[CH:3]=[C:4]([CH:6]=[CH:7][CH:8]=2)[NH2:5])[CH:13]=[CH:12][N:11]=[N:10]1, predict the reactants needed to synthesize it. The reactants are: I[C:2]1[CH:3]=[C:4]([CH:6]=[CH:7][CH:8]=1)[NH2:5].[NH:9]1[CH:13]=[CH:12][N:11]=[N:10]1.[O-]P([O-])([O-])=O.[K+].[K+].[K+].C(N)CN. (4) The reactants are: Br[C:2]1[CH:7]=[CH:6][C:5]([C:8]([C:24]2[CH:29]=[CH:28][C:27](Br)=[CH:26][CH:25]=2)=[CH:9][CH2:10][S:11][C:12]2[CH:22]=[CH:21][C:15]([O:16][CH2:17][C:18]([OH:20])=[O:19])=[C:14]([CH3:23])[CH:13]=2)=[CH:4][CH:3]=1.B(O)(O)[C:32]1[CH:33]=[CH:34][C:35]([C:38]2[CH:39]=[CH:40][CH:41]=[CH:42][CH:43]=2)=[CH:36][CH:37]=1.[F-].[K+].[Cl-].[NH4+]. Given the product [C:2]1([C:41]2[CH:40]=[CH:39][C:38]([C:35]3[CH:36]=[CH:37][CH:32]=[CH:33][CH:34]=3)=[CH:43][CH:42]=2)[CH:7]=[CH:6][C:5]([C:8]([C:24]2[CH:29]=[CH:28][C:27]([C:32]3[CH:33]=[CH:34][C:35]([C:38]4[CH:39]=[CH:40][CH:41]=[CH:42][CH:43]=4)=[CH:36][CH:37]=3)=[CH:26][CH:25]=2)=[CH:9][CH2:10][S:11][C:12]2[CH:22]=[CH:21][C:15]([O:16][CH2:17][C:18]([OH:20])=[O:19])=[C:14]([CH3:23])[CH:13]=2)=[CH:4][CH:3]=1, predict the reactants needed to synthesize it.